Dataset: Peptide-MHC class I binding affinity with 185,985 pairs from IEDB/IMGT. Task: Regression. Given a peptide amino acid sequence and an MHC pseudo amino acid sequence, predict their binding affinity value. This is MHC class I binding data. The MHC is H-2-Kb with pseudo-sequence H-2-Kb. The peptide sequence is VTTTSYNAM. The binding affinity (normalized) is 0.389.